Dataset: Forward reaction prediction with 1.9M reactions from USPTO patents (1976-2016). Task: Predict the product of the given reaction. (1) Given the reactants [F:1][C:2]1[CH:3]=[C:4]([N+:17]([O-])=O)[CH:5]=[C:6]2[C:11]=1[N:10]([CH2:12][CH2:13][N:14]([CH3:16])[CH3:15])[CH2:9][CH2:8][CH2:7]2.[H][H], predict the reaction product. The product is: [CH3:15][N:14]([CH3:16])[CH2:13][CH2:12][N:10]1[C:11]2[C:6](=[CH:5][C:4]([NH2:17])=[CH:3][C:2]=2[F:1])[CH2:7][CH2:8][CH2:9]1. (2) Given the reactants [NH2:1][C:2]1[CH:6]=[CH:5][S:4][C:3]=1[S:7]([NH2:10])(=[O:9])=[O:8].[Br:11][C:12]1[CH:13]=[C:14]([S:18](Cl)(=[O:20])=[O:19])[CH:15]=[CH:16][CH:17]=1, predict the reaction product. The product is: [Br:11][C:12]1[CH:13]=[C:14]([S:18]([NH:1][C:2]2[CH:6]=[CH:5][S:4][C:3]=2[S:7]([NH2:10])(=[O:9])=[O:8])(=[O:20])=[O:19])[CH:15]=[CH:16][CH:17]=1. (3) Given the reactants C[O:2][C:3](=[O:34])[CH2:4][CH2:5][C:6]1[CH:11]=[CH:10][CH:9]=[CH:8][C:7]=1[O:12][C:13]1[CH:18]=[CH:17][C:16]([CH2:19][CH:20]([NH:26][C:27]([O:29][C:30]([CH3:33])([CH3:32])[CH3:31])=[O:28])[C:21](=[O:25])[N:22]([CH3:24])[CH3:23])=[CH:15][CH:14]=1.[OH-].[Li+], predict the reaction product. The product is: [C:30]([O:29][C:27]([NH:26][CH:20]([C:21](=[O:25])[N:22]([CH3:24])[CH3:23])[CH2:19][C:16]1[CH:17]=[CH:18][C:13]([O:12][C:7]2[CH:8]=[CH:9][CH:10]=[CH:11][C:6]=2[CH2:5][CH2:4][C:3]([OH:34])=[O:2])=[CH:14][CH:15]=1)=[O:28])([CH3:32])([CH3:31])[CH3:33]. (4) Given the reactants C(O[B:5]1[O:9][C:8]([CH3:11])([CH3:10])[C:7]([CH3:13])([CH3:12])[O:6]1)(C)C.C([Li])CCC.[F:19][C:20]1[CH:21]=[C:22]([F:29])[C:23]2[O:27][CH2:26][CH2:25][C:24]=2[CH:28]=1, predict the reaction product. The product is: [F:19][C:20]1[C:21]([B:5]2[O:6][C:7]([CH3:12])([CH3:13])[C:8]([CH3:10])([CH3:11])[O:9]2)=[C:22]([F:29])[C:23]2[O:27][CH2:26][CH2:25][C:24]=2[CH:28]=1. (5) The product is: [CH3:38][O:37][C:35](=[O:36])[C:34]1[CH:39]=[CH:40][C:31]([Br:30])=[C:32]([CH2:41][C:3]#[N:4])[CH:33]=1. Given the reactants C[Si](C)(C)[C:3]#[N:4].O1CCCC1.[F-].C([N+](CCCC)(CCCC)CCCC)CCC.[Br:30][C:31]1[CH:40]=[CH:39][C:34]([C:35]([O:37][CH3:38])=[O:36])=[CH:33][C:32]=1[CH2:41]Br, predict the reaction product. (6) Given the reactants C(OC(=O)[NH:7][C:8]1[CH:13]=[C:12]([CH3:14])[C:11]([CH2:15][NH:16][C:17]([C:19]2[O:20][C:21]([CH2:24][C:25]3[CH:30]=[CH:29][CH:28]=[CH:27][CH:26]=3)=[CH:22][N:23]=2)=[O:18])=[C:10]([CH3:31])[N:9]=1)(C)(C)C.C(O)(C(F)(F)F)=O, predict the reaction product. The product is: [NH2:7][C:8]1[N:9]=[C:10]([CH3:31])[C:11]([CH2:15][NH:16][C:17]([C:19]2[O:20][C:21]([CH2:24][C:25]3[CH:30]=[CH:29][CH:28]=[CH:27][CH:26]=3)=[CH:22][N:23]=2)=[O:18])=[C:12]([CH3:14])[CH:13]=1.